From a dataset of Forward reaction prediction with 1.9M reactions from USPTO patents (1976-2016). Predict the product of the given reaction. (1) Given the reactants [C:1]1([C@@H](NC(=O)C[C@H](O)C[C@H](O)/C=C/C2N(C(C)C)C3C(C=2C2C=CC(F)=CC=2)=CC=CC=3)C)C=CC=CC=1.[OH-].[Na+:40].[CH:41]1([C:44]2[C:53](/[CH:54]=[CH:55]/[C@@H:56]([OH:64])[CH2:57][C@@H:58]([OH:63])[CH2:59][C:60]([OH:62])=[O:61])=[C:52]([C:65]3[CH:70]=[CH:69][C:68]([F:71])=[CH:67][CH:66]=3)[C:51]3[C:46](=[CH:47][CH:48]=[CH:49][CH:50]=3)[N:45]=2)CC1.Cl, predict the reaction product. The product is: [Na+:40].[F:71][C:68]1[CH:69]=[CH:70][C:65]([C:52]2[C:51]3[C:46](=[CH:47][CH:48]=[CH:49][CH:50]=3)[N:45]([CH:44]([CH3:1])[CH3:41])[C:53]=2/[CH:54]=[CH:55]/[C@@H:56]([OH:64])[CH2:57][C@@H:58]([OH:63])[CH2:59][C:60]([O-:62])=[O:61])=[CH:66][CH:67]=1. (2) Given the reactants [NH2:1][C:2]1[NH:3][C:4](=[O:20])[C:5]2[N:6]=[CH:7][N:8]([C@H]3[C@@H](O)[C@@H](O)[C@H](CO)O3)[C:9]=2[N:10]=1.[CH2:21](Br)[CH:22]=[CH2:23].Cl.[OH-].[Na+], predict the reaction product. The product is: [CH2:23]([N:6]1[C:5]2[C:4](=[O:20])[NH:3][C:2]([NH2:1])=[N:10][C:9]=2[N:8]=[CH:7]1)[CH:22]=[CH2:21]. (3) Given the reactants [C:1]([N:4]1[C:13]2[C:8](=[CH:9][C:10]([C:14]#[CH:15])=[CH:11][CH:12]=2)[C@H:7]([NH:16][C:17]2[CH:22]=[CH:21][CH:20]=[C:19]([CH3:23])[N:18]=2)[CH2:6][C@@H:5]1[CH3:24])(=[O:3])[CH3:2].CN(C)C=O.C[Si]([N:34]=[N+:35]=[N-:36])(C)C, predict the reaction product. The product is: [C:1]([N:4]1[C:13]2[C:8](=[CH:9][C:10]([C:14]3[N:34]=[N:35][NH:36][CH:15]=3)=[CH:11][CH:12]=2)[C@H:7]([NH:16][C:17]2[CH:22]=[CH:21][CH:20]=[C:19]([CH3:23])[N:18]=2)[CH2:6][C@@H:5]1[CH3:24])(=[O:3])[CH3:2]. (4) Given the reactants FC(F)(F)C(O)=O.[F:8][CH:9]([F:27])[C:10]1[CH:11]=[C:12]([S:17]CC2C=CC(OC)=CC=2)[CH:13]=[C:14]([F:16])[CH:15]=1, predict the reaction product. The product is: [F:27][CH:9]([F:8])[C:10]1[CH:11]=[C:12]([SH:17])[CH:13]=[C:14]([F:16])[CH:15]=1. (5) Given the reactants [Br:1][C:2]1[CH:3]=[CH:4][C:5]([O:26][CH2:27][CH:28]([CH3:30])[CH3:29])=[C:6]([CH2:8][N:9]2[C:13]([CH3:14])=[CH:12][C:11]([NH:15][C:16](=[O:25])[C:17]3[CH:22]=[CH:21][C:20]([CH:23]=O)=[CH:19][CH:18]=3)=[N:10]2)[CH:7]=1.[NH:31]1[CH2:36][CH2:35][CH2:34][CH2:33][CH2:32]1.C(O[BH-](OC(=O)C)OC(=O)C)(=O)C.[Na+].C(O)(=O)C, predict the reaction product. The product is: [Br:1][C:2]1[CH:3]=[CH:4][C:5]([O:26][CH2:27][CH:28]([CH3:29])[CH3:30])=[C:6]([CH2:8][N:9]2[C:13]([CH3:14])=[CH:12][C:11]([NH:15][C:16](=[O:25])[C:17]3[CH:22]=[CH:21][C:20]([CH2:23][N:31]4[CH2:36][CH2:35][CH2:34][CH2:33][CH2:32]4)=[CH:19][CH:18]=3)=[N:10]2)[CH:7]=1. (6) Given the reactants [CH2:1]([N:6]1[C:14]2[N:13]=[CH:12][NH:11][C:10]=2[C:9](=[O:15])[N:8]2[C:16]([CH2:19][CH2:20][CH2:21][N:22]3[CH:26]=[C:25]([C:27]4[CH:32]=[CH:31][CH:30]=[CH:29][CH:28]=4)[CH:24]=[N:23]3)=[N:17][N:18]=[C:7]12)[CH2:2][CH2:3][CH2:4][CH3:5].[Br:33]N1C(=O)CCC1=O, predict the reaction product. The product is: [Br:33][C:12]1[NH:11][C:10]2[C:9](=[O:15])[N:8]3[C:16]([CH2:19][CH2:20][CH2:21][N:22]4[CH:26]=[C:25]([C:27]5[CH:32]=[CH:31][CH:30]=[CH:29][CH:28]=5)[CH:24]=[N:23]4)=[N:17][N:18]=[C:7]3[N:6]([CH2:1][CH2:2][CH2:3][CH2:4][CH3:5])[C:14]=2[N:13]=1. (7) Given the reactants [CH2:1]([O:3][C:4](=[O:18])[CH2:5][CH2:6][C:7]1[CH:8]=[C:9]([CH2:13][CH2:14][C:15](O)=[O:16])[CH:10]=[CH:11][CH:12]=1)[CH3:2], predict the reaction product. The product is: [OH:16][CH2:15][CH2:14][CH2:13][C:9]1[CH:8]=[C:7]([CH2:6][CH2:5][C:4]([O:3][CH2:1][CH3:2])=[O:18])[CH:12]=[CH:11][CH:10]=1. (8) The product is: [CH3:1][N:2]([CH2:3][CH2:4][NH:5][C:6]1[CH:11]=[CH:10][C:9]([NH2:12])=[C:8]([CH3:15])[CH:7]=1)[CH2:16][CH2:17][NH:18][C:19]1[CH:24]=[CH:23][C:22]([NH2:25])=[C:21]([CH3:28])[CH:20]=1. Given the reactants [CH3:1][N:2]([CH2:16][CH2:17][NH:18][C:19]1[CH:24]=[CH:23][C:22]([N+:25]([O-])=O)=[C:21]([CH3:28])[CH:20]=1)[CH2:3][CH2:4][NH:5][C:6]1[CH:11]=[CH:10][C:9]([N+:12]([O-])=O)=[C:8]([CH3:15])[CH:7]=1, predict the reaction product. (9) Given the reactants [CH3:1][C:2]1([CH3:18])[NH:6][S:5](=[O:8])(=[O:7])[N:4]([C:9]2[CH:16]=[C:15]([F:17])[CH:14]=[CH:13][C:10]=2[C:11]#[N:12])[CH2:3]1.[H-].[Na+].I[CH3:22], predict the reaction product. The product is: [F:17][C:15]1[CH:14]=[CH:13][C:10]([C:11]#[N:12])=[C:9]([N:4]2[CH2:3][C:2]([CH3:18])([CH3:1])[N:6]([CH3:22])[S:5]2(=[O:8])=[O:7])[CH:16]=1.